From a dataset of Forward reaction prediction with 1.9M reactions from USPTO patents (1976-2016). Predict the product of the given reaction. (1) Given the reactants [NH2:1][C:2]1[N:10]=[C:9]([O:11][CH2:12][CH2:13][O:14][CH3:15])[N:8]=[C:7]2[C:3]=1[N:4]=[C:5]([OH:29])[N:6]2[CH2:16][C:17]1[CH:22]=[CH:21][CH:20]=[C:19]([CH2:23][N:24]2[CH2:28][CH2:27][CH2:26][CH2:25]2)[CH:18]=1.C(=O)([O-])[O-].[K+].[K+].[CH3:36][O:37][C:38]1[CH:45]=[CH:44][C:41]([CH2:42]Cl)=[CH:40][CH:39]=1, predict the reaction product. The product is: [NH2:1][C:2]1[N:10]=[C:9]([O:11][CH2:12][CH2:13][O:14][CH3:15])[N:8]=[C:7]2[C:3]=1[N:4]([CH2:42][C:41]1[CH:44]=[CH:45][C:38]([O:37][CH3:36])=[CH:39][CH:40]=1)[C:5](=[O:29])[N:6]2[CH2:16][C:17]1[CH:22]=[CH:21][CH:20]=[C:19]([CH2:23][N:24]2[CH2:25][CH2:26][CH2:27][CH2:28]2)[CH:18]=1. (2) Given the reactants [CH2:1]([N:3]1[C:12]2[C:7](=[CH:8][C:9]([F:33])=[C:10]([O:23][CH2:24][C:25]3[CH:30]=[CH:29][C:28]([O:31][CH3:32])=[CH:27][CH:26]=3)[C:11]=2[O:13][CH2:14][C:15]2[CH:20]=[CH:19][C:18]([O:21][CH3:22])=[CH:17][CH:16]=2)[C:6](=[O:34])[C:5]([CH2:35][OH:36])=[CH:4]1)[CH3:2], predict the reaction product. The product is: [CH2:1]([N:3]1[C:12]2[C:7](=[CH:8][C:9]([F:33])=[C:10]([O:23][CH2:24][C:25]3[CH:26]=[CH:27][C:28]([O:31][CH3:32])=[CH:29][CH:30]=3)[C:11]=2[O:13][CH2:14][C:15]2[CH:16]=[CH:17][C:18]([O:21][CH3:22])=[CH:19][CH:20]=2)[C:6](=[O:34])[C:5]([CH:35]=[O:36])=[CH:4]1)[CH3:2]. (3) Given the reactants C([O-])(=O)C.[Na+].[F:6][C:7]1[CH:14]=[CH:13][C:10]([CH:11]=[CH2:12])=[CH:9][CH:8]=1.Br[C:16]1[CH:21]=[CH:20][C:19]([S:22]([CH2:25][CH2:26][C:27]#[N:28])(=[O:24])=[O:23])=[CH:18][CH:17]=1, predict the reaction product. The product is: [F:6][C:7]1[CH:14]=[CH:13][C:10](/[CH:11]=[CH:12]/[C:16]2[CH:21]=[CH:20][C:19]([S:22]([CH2:25][CH2:26][C:27]#[N:28])(=[O:23])=[O:24])=[CH:18][CH:17]=2)=[CH:9][CH:8]=1. (4) Given the reactants [NH2:1][C:2]1[C:11]2[N:12]=[C:13]([CH2:35][O:36][CH2:37][CH3:38])[N:14]([CH2:15][CH2:16][CH2:17][N:18]([CH2:23][C:24]3[CH:25]=[C:26]([CH2:30][C:31]([O:33][CH3:34])=[O:32])[CH:27]=[CH:28][CH:29]=3)[C:19](=[O:22])[CH2:20]Cl)[C:10]=2[C:9]2[CH:8]=[CH:7][CH:6]=[CH:5][C:4]=2[N:3]=1.[CH3:39][NH:40][CH3:41], predict the reaction product. The product is: [NH2:1][C:2]1[C:11]2[N:12]=[C:13]([CH2:35][O:36][CH2:37][CH3:38])[N:14]([CH2:15][CH2:16][CH2:17][N:18]([CH2:23][C:24]3[CH:25]=[C:26]([CH2:30][C:31]([O:33][CH3:34])=[O:32])[CH:27]=[CH:28][CH:29]=3)[C:19](=[O:22])[CH2:20][N:40]([CH3:41])[CH3:39])[C:10]=2[C:9]2[CH:8]=[CH:7][CH:6]=[CH:5][C:4]=2[N:3]=1. (5) Given the reactants [CH3:1][O:2][C:3]1[CH:11]=[C:10]([C:12]([F:15])([F:14])[F:13])[CH:9]=[CH:8][C:4]=1[C:5]([OH:7])=O.C([O:18][C:19](=[O:41])[CH2:20][CH2:21][C:22]1[CH:27]=[CH:26][C:25]([O:28][C:29]2[CH:34]=[C:33]([F:35])[CH:32]=[C:31]([CH:36]([NH2:38])[CH3:37])[CH:30]=2)=[CH:24][C:23]=1[CH2:39][CH3:40])C, predict the reaction product. The product is: [CH2:39]([C:23]1[CH:24]=[C:25]([O:28][C:29]2[CH:30]=[C:31]([CH:36]([NH:38][C:5](=[O:7])[C:4]3[CH:8]=[CH:9][C:10]([C:12]([F:15])([F:14])[F:13])=[CH:11][C:3]=3[O:2][CH3:1])[CH3:37])[CH:32]=[C:33]([F:35])[CH:34]=2)[CH:26]=[CH:27][C:22]=1[CH2:21][CH2:20][C:19]([OH:41])=[O:18])[CH3:40].